Dataset: Forward reaction prediction with 1.9M reactions from USPTO patents (1976-2016). Task: Predict the product of the given reaction. (1) The product is: [C:9]([O:13][C:14](=[O:15])[NH:1][C:2]1[CH:7]=[CH:6][CH:5]=[C:4]([OH:8])[CH:3]=1)([CH3:12])([CH3:11])[CH3:10]. Given the reactants [NH2:1][C:2]1[CH:3]=[C:4]([OH:8])[CH:5]=[CH:6][CH:7]=1.[C:9]([O:13][C:14](O[C:14]([O:13][C:9]([CH3:12])([CH3:11])[CH3:10])=[O:15])=[O:15])([CH3:12])([CH3:11])[CH3:10], predict the reaction product. (2) Given the reactants B(Br)(Br)Br.C[O:6][C:7]1[CH:8]=[C:9]([CH:15]=[CH:16][C:17]2[O:21][N:20]=[C:19]([CH2:22][CH2:23][CH2:24][CH2:25][CH3:26])[N:18]=2)[CH:10]=[CH:11][C:12]=1[O:13]C, predict the reaction product. The product is: [CH2:22]([C:19]1[N:18]=[C:17]([CH:16]=[CH:15][C:9]2[CH:8]=[C:7]([OH:6])[C:12]([OH:13])=[CH:11][CH:10]=2)[O:21][N:20]=1)[CH2:23][CH2:24][CH2:25][CH3:26]. (3) The product is: [CH3:29][O:30][C@H:31]([C:33]1[N:34]([C:2]2[N:10]=[C:9]3[C:5]([N:6]=[C:7]([CH2:12][N:13]4[CH2:18][CH2:17][CH:16]([C:19]([OH:22])([CH3:20])[CH3:21])[CH2:15][CH2:14]4)[N:8]3[CH3:11])=[C:4]([N:23]3[CH2:28][CH2:27][O:26][CH2:25][CH2:24]3)[N:3]=2)[C:35]2[CH:41]=[CH:40][CH:39]=[CH:38][C:36]=2[N:37]=1)[CH3:32]. Given the reactants Cl[C:2]1[N:10]=[C:9]2[C:5]([N:6]=[C:7]([CH2:12][N:13]3[CH2:18][CH2:17][CH:16]([C:19]([OH:22])([CH3:21])[CH3:20])[CH2:15][CH2:14]3)[N:8]2[CH3:11])=[C:4]([N:23]2[CH2:28][CH2:27][O:26][CH2:25][CH2:24]2)[N:3]=1.[CH3:29][O:30][CH:31]([C:33]1[NH:37][C:36]2[CH:38]=[CH:39][CH:40]=[CH:41][C:35]=2[N:34]=1)[CH3:32], predict the reaction product. (4) Given the reactants ClC(Cl)(OC(=O)[O:6][C:7]([Cl:10])(Cl)Cl)Cl.N1C=CC=CC=1.[F:19][C:20]([F:35])([F:34])[C:21]1[CH:22]=[C:23]([C:27]2([OH:33])[CH2:32][CH2:31][NH:30][CH2:29][CH2:28]2)[CH:24]=[CH:25][CH:26]=1, predict the reaction product. The product is: [OH:33][C:27]1([C:23]2[CH:24]=[CH:25][CH:26]=[C:21]([C:20]([F:35])([F:19])[F:34])[CH:22]=2)[CH2:32][CH2:31][N:30]([C:7]([Cl:10])=[O:6])[CH2:29][CH2:28]1.